Dataset: Reaction yield outcomes from USPTO patents with 853,638 reactions. Task: Predict the reaction yield, written as a fraction of the theoretical maximum amount of product (1.0 means a 100% yield; for example, 0.34 means a 34% yield). (1) The reactants are [CH2:1]([O:8][C:9]([NH:11][C:12]([C:14]1[CH:19]=[CH:18][C:17]([NH:20][CH:21]([C:26]2[CH:31]=[CH:30][C:29]([O:32][CH:33]([CH3:35])[CH3:34])=[C:28]([O:36][CH2:37][CH3:38])[CH:27]=2)[C:22]([O:24]C)=[O:23])=[CH:16][CH:15]=1)=[NH:13])=[O:10])[C:2]1[CH:7]=[CH:6][CH:5]=[CH:4][CH:3]=1.[OH-].[Li+].CO. The catalyst is C1COCC1. The product is [CH2:1]([O:8][C:9]([NH:11][C:12]([C:14]1[CH:19]=[CH:18][C:17]([NH:20][CH:21]([C:26]2[CH:31]=[CH:30][C:29]([O:32][CH:33]([CH3:34])[CH3:35])=[C:28]([O:36][CH2:37][CH3:38])[CH:27]=2)[C:22]([OH:24])=[O:23])=[CH:16][CH:15]=1)=[NH:13])=[O:10])[C:2]1[CH:7]=[CH:6][CH:5]=[CH:4][CH:3]=1. The yield is 0.800. (2) The reactants are [CH:1]([C:4]1[C:8]([CH2:9][CH2:10][CH2:11][CH2:12][OH:13])=[CH:7][N:6]([C:14]2[CH:19]=[CH:18][C:17]([C:20]([F:23])([F:22])[F:21])=[CH:16][N:15]=2)[N:5]=1)([CH3:3])[CH3:2].O[C:25]1[C:29]([CH2:30][C:31]([O:33]C)=[O:32])=[CH:28][N:27]([C:35]2[CH:40]=[CH:39][CH:38]=[CH:37][CH:36]=2)[N:26]=1.C(P(CCCC)CCCC)CCC.N(C(N1CCCCC1)=O)=NC(N1CCCCC1)=O. The catalyst is O1CCCC1. The product is [CH:1]([C:4]1[C:8]([CH2:9][CH2:10][CH2:11][CH2:12][O:13][C:25]2[C:29]([CH2:30][C:31]([OH:33])=[O:32])=[CH:28][N:27]([C:35]3[CH:40]=[CH:39][CH:38]=[CH:37][CH:36]=3)[N:26]=2)=[CH:7][N:6]([C:14]2[CH:19]=[CH:18][C:17]([C:20]([F:22])([F:21])[F:23])=[CH:16][N:15]=2)[N:5]=1)([CH3:3])[CH3:2]. The yield is 0.580. (3) The reactants are CN(C)CCO.C([Li])CCC.[CH3:12][O:13][C:14]1[CH:19]=[CH:18][C:17]([N:20]2[CH2:25][CH2:24][N:23]([C:26]3[C:27]([C:32]4[CH:37]=[CH:36][C:35]([CH3:38])=[CH:34][CH:33]=4)=[N:28][CH:29]=[CH:30][CH:31]=3)[CH2:22][CH2:21]2)=[CH:16][CH:15]=1.[Br:39]C(Br)(Br)Br. The catalyst is O.CCCCCC. The product is [Br:39][C:29]1[N:28]=[C:27]([C:32]2[CH:37]=[CH:36][C:35]([CH3:38])=[CH:34][CH:33]=2)[C:26]([N:23]2[CH2:24][CH2:25][N:20]([C:17]3[CH:16]=[CH:15][C:14]([O:13][CH3:12])=[CH:19][CH:18]=3)[CH2:21][CH2:22]2)=[CH:31][CH:30]=1. The yield is 0.570. (4) The reactants are [O:1]1[C:5]2[CH:6]=[CH:7][C:8]([OH:10])=[CH:9][C:4]=2[O:3][CH2:2]1.C([Mg]Cl)(C)C.[CH2:16]([N:21]1[C:25]2=[N:26][CH:27]=[CH:28][CH:29]=[C:24]2[C:23](=[O:30])[C:22]1=[O:31])[CH2:17][CH2:18][CH2:19][CH3:20]. The catalyst is C1COCC1.ClCCl. The product is [OH:30][C:23]1([C:7]2[C:8]([OH:10])=[CH:9][C:4]3[O:3][CH2:2][O:1][C:5]=3[CH:6]=2)[C:24]2[C:25](=[N:26][CH:27]=[CH:28][CH:29]=2)[N:21]([CH2:16][CH2:17][CH2:18][CH2:19][CH3:20])[C:22]1=[O:31]. The yield is 0.730. (5) The reactants are C1(P(C2CCCCC2)C2CCCCC2)CCCCC1.Br[C:21]1[CH:29]=[CH:28][C:27]([N+:30]([O-:32])=[O:31])=[C:26]2[C:22]=1[CH2:23][N:24]([CH3:34])[C:25]2=[O:33].[B:35]1([B:35]2[O:39][C:38]([CH3:41])([CH3:40])[C:37]([CH3:43])([CH3:42])[O:36]2)[O:39][C:38]([CH3:41])([CH3:40])[C:37]([CH3:43])([CH3:42])[O:36]1.CC([O-])=O.[K+]. The catalyst is C1C=CC(/C=C/C(/C=C/C2C=CC=CC=2)=O)=CC=1.C1C=CC(/C=C/C(/C=C/C2C=CC=CC=2)=O)=CC=1.C1C=CC(/C=C/C(/C=C/C2C=CC=CC=2)=O)=CC=1.[Pd].[Pd].O1CCOCC1. The product is [CH3:34][N:24]1[CH2:23][C:22]2[C:26](=[C:27]([N+:30]([O-:32])=[O:31])[CH:28]=[CH:29][C:21]=2[B:35]2[O:39][C:38]([CH3:41])([CH3:40])[C:37]([CH3:43])([CH3:42])[O:36]2)[C:25]1=[O:33]. The yield is 0.680. (6) The reactants are [CH3:1][O:2][C:3]1[CH:10]=[CH:9][C:6]([CH2:7][NH2:8])=[CH:5][CH:4]=1.[CH2:11]([O:18][C:19]1[CH:28]=[CH:27][C:26]2[C:21](=[CH:22][CH:23]=[C:24](Br)[CH:25]=2)[CH:20]=1)[C:12]1[CH:17]=[CH:16][CH:15]=[CH:14][CH:13]=1.[O-]P([O-])([O-])=O.[K+].[K+].[K+].N1CCC[C@H]1C(O)=O. The catalyst is CS(C)=O. The product is [CH3:1][O:2][C:3]1[CH:10]=[CH:9][C:6]([CH2:7][NH:8][C:24]2[CH:23]=[CH:22][C:21]3[C:26](=[CH:27][CH:28]=[C:19]([O:18][CH2:11][C:12]4[CH:17]=[CH:16][CH:15]=[CH:14][CH:13]=4)[CH:20]=3)[CH:25]=2)=[CH:5][CH:4]=1. The yield is 0.270. (7) The reactants are [CH3:1][C:2]1[CH:3]=[C:4]([B:7]([OH:9])[OH:8])[S:5][CH:6]=1.O[C:11]([C:14](O)([CH3:16])[CH3:15])([CH3:13])[CH3:12]. The product is [CH3:12][C:11]1([CH3:13])[C:14]([CH3:16])([CH3:15])[O:9][B:7]([C:4]2[S:5][CH:6]=[C:2]([CH3:1])[CH:3]=2)[O:8]1. The yield is 0.540. No catalyst specified. (8) The reactants are [F:1][C:2]1[CH:7]=[CH:6][C:5]([CH:8]([OH:12])[C:9]([OH:11])=[O:10])=[CH:4][CH:3]=1.OS(O)(=O)=O.[CH2:18](O)[CH3:19]. No catalyst specified. The product is [F:1][C:2]1[CH:3]=[CH:4][C:5]([CH:8]([OH:12])[C:9]([O:11][CH2:18][CH3:19])=[O:10])=[CH:6][CH:7]=1. The yield is 0.900. (9) The reactants are [C:1]([O:5][C:6](=[O:34])[NH:7][C@H:8]([CH2:32][OH:33])[C@@H:9]([O:24][CH2:25][C:26]1[CH:31]=[CH:30][CH:29]=[CH:28][CH:27]=1)[C@@H:10]([NH:20][C:21](=[O:23])[CH3:22])[CH2:11][C:12]1[CH:17]=[C:16]([F:18])[CH:15]=[C:14]([F:19])[CH:13]=1)([CH3:4])([CH3:3])[CH3:2].[CH3:35][C:36]([CH3:43])([CH3:42])[CH2:37][CH2:38][O:39][CH:40]=[CH2:41].[I:44]N1C(=O)CCC1=O. The catalyst is C(#N)C.C(OCC)(=O)C. The product is [C:1]([O:5][C:6](=[O:34])[NH:7][C@H:8]([CH2:32][O:33][CH:40]([O:39][CH2:38][CH2:37][C:36]([CH3:43])([CH3:42])[CH3:35])[CH2:41][I:44])[C@@H:9]([O:24][CH2:25][C:26]1[CH:31]=[CH:30][CH:29]=[CH:28][CH:27]=1)[C@@H:10]([NH:20][C:21](=[O:23])[CH3:22])[CH2:11][C:12]1[CH:13]=[C:14]([F:19])[CH:15]=[C:16]([F:18])[CH:17]=1)([CH3:2])([CH3:4])[CH3:3]. The yield is 0.700.